This data is from Human intestinal absorption (HIA) binary classification data from Hou et al.. The task is: Regression/Classification. Given a drug SMILES string, predict its absorption, distribution, metabolism, or excretion properties. Task type varies by dataset: regression for continuous measurements (e.g., permeability, clearance, half-life) or binary classification for categorical outcomes (e.g., BBB penetration, CYP inhibition). Dataset: hia_hou. (1) The compound is CCn1cc(C(=O)O)c(=O)c2cc(F)c(N3CCN(C)CC3)cc21. The result is 1 (good absorption). (2) The molecule is CNNCc1ccc(C(=O)NC(C)C)cc1. The result is 1 (good absorption). (3) The result is 1 (good absorption). The compound is O=C(c1ccccc1)c1ccc2n1CC[C@@H]2C(=O)O. (4) The drug is Clc1cccc(Cl)c1N=C1NCCN1. The result is 1 (good absorption).